From a dataset of Reaction yield outcomes from USPTO patents with 853,638 reactions. Predict the reaction yield, written as a fraction of the theoretical maximum amount of product (1.0 means a 100% yield; for example, 0.34 means a 34% yield). (1) The reactants are [CH3:1][O:2][C:3]1[CH:26]=[CH:25][C:6]([C:7]([NH:9][C:10]2[C:11]([NH2:24])=[CH:12][C:13]([O:16][Si:17]([C:20]([CH3:23])([CH3:22])[CH3:21])([CH3:19])[CH3:18])=[CH:14][CH:15]=2)=[O:8])=[CH:5][CH:4]=1.[CH2:27]([C:29]1[CH:37]=[CH:36][C:32]([C:33](Cl)=[O:34])=[CH:31][CH:30]=1)[CH3:28]. No catalyst specified. The product is [CH3:1][O:2][C:3]1[CH:26]=[CH:25][C:6]([C:7]([NH:9][C:10]2[C:11]([NH:24][C:33](=[O:34])[C:32]3[CH:36]=[CH:37][C:29]([CH2:27][CH3:28])=[CH:30][CH:31]=3)=[CH:12][C:13]([O:16][Si:17]([C:20]([CH3:23])([CH3:21])[CH3:22])([CH3:19])[CH3:18])=[CH:14][CH:15]=2)=[O:8])=[CH:5][CH:4]=1. The yield is 0.880. (2) The yield is 0.695. The reactants are Cl[Si]([C:5]([Si:8]([Cl:11])([Cl:10])[Cl:9])([CH3:7])C)(Cl)Cl.[CH3:12][SiH:13]([Cl:15])[Cl:14]. The product is [Cl:14][SiH:13]([Cl:15])[CH2:12][CH2:7][CH2:5][Si:8]([Cl:9])([Cl:10])[Cl:11]. The catalyst is [Cl-].C([P+](CCCC)(CCCC)CCCC)CCC. (3) The reactants are [CH:1](=O)[CH2:2][CH2:3][CH2:4][CH2:5][CH2:6][CH3:7].[CH2:9]([O:16][NH2:17])[C:10]1[CH:15]=[CH:14][CH:13]=[CH:12][CH:11]=1. The catalyst is C1COCC1. The product is [CH2:9]([O:16][N:17]=[CH:1][CH2:2][CH2:3][CH2:4][CH2:5][CH2:6][CH3:7])[C:10]1[CH:15]=[CH:14][CH:13]=[CH:12][CH:11]=1. The yield is 0.910. (4) The reactants are [CH3:1][N:2]([CH2:18][C:19]1[CH:24]=[CH:23][CH:22]=[C:21]([C:25](=[O:59])[NH:26][C:27]2[CH:32]=[CH:31][C:30]([N:33]3[CH2:38][CH2:37][CH2:36][CH2:35][CH2:34]3)=[CH:29][C:28]=2[C:39]2[CH:44]=[C:43]([C:45](=[O:58])[NH:46][CH2:47][C:48]3[CH:53]=[CH:52][CH:51]=[C:50]([C:54]([F:57])([F:56])[F:55])[CH:49]=3)[CH:42]=[CH:41][N:40]=2)[CH:20]=1)[CH2:3][CH2:4][N:5]1[CH2:10][CH2:9][N:8]([C:11](OC(C)(C)C)=O)[CH2:7][CH2:6]1.ClCCl.C(O)(C(F)(F)F)=O.C(N(CC)CC)C.CS(Cl)(=O)=O. The catalyst is ClCCl. The product is [CH3:1][N:2]([CH2:18][C:19]1[CH:20]=[C:21]([CH:22]=[CH:23][CH:24]=1)[C:25]([NH:26][C:27]1[CH:32]=[CH:31][C:30]([N:33]2[CH2:34][CH2:35][CH2:36][CH2:37][CH2:38]2)=[CH:29][C:28]=1[C:39]1[CH:44]=[C:43]([CH:42]=[CH:41][N:40]=1)[C:45]([NH:46][CH2:47][C:48]1[CH:53]=[CH:52][CH:51]=[C:50]([C:54]([F:55])([F:57])[F:56])[CH:49]=1)=[O:58])=[O:59])[CH2:3][CH2:4][N:5]1[CH2:6][CH2:7][N:8]([CH3:11])[CH2:9][CH2:10]1. The yield is 0.280. (5) The reactants are Br[C:2]1[CH:7]=[CH:6][C:5]([S:8]([N:11]2[CH2:19][CH2:18][CH2:17][C@H:12]2[C:13]([O:15][CH3:16])=[O:14])(=[O:10])=[O:9])=[CH:4][CH:3]=1.[N+:20]([C:23]1[CH:28]=[CH:27][C:26](B(O)O)=[CH:25][CH:24]=1)([O-:22])=[O:21].C1(C)C=CC=CC=1.C(=O)(O)[O-].[Na+]. The catalyst is C(Cl)Cl.C(O)C. The product is [N+:20]([C:23]1[CH:28]=[CH:27][C:26]([C:2]2[CH:7]=[CH:6][C:5]([S:8]([N:11]3[CH2:19][CH2:18][CH2:17][C@H:12]3[C:13]([O:15][CH3:16])=[O:14])(=[O:10])=[O:9])=[CH:4][CH:3]=2)=[CH:25][CH:24]=1)([O-:22])=[O:21]. The yield is 0.330. (6) The reactants are C1CCN2[C:4](=[N:5][CH2:6]CC2)CC1.S(C[N+]#[C-])(C1C=CC(C)=CC=1)(=O)=O.[C:25]([O:29][C:30]([N:32]1[C:37](=[O:38])[CH:36]=[CH:35][CH2:34][CH2:33]1)=[O:31])([CH3:28])([CH3:27])[CH3:26]. The catalyst is C1COCC1. The product is [C:25]([O:29][C:30]([N:32]1[CH2:33][CH2:34][C:35]2=[CH:4][NH:5][CH:6]=[C:36]2[C:37]1=[O:38])=[O:31])([CH3:28])([CH3:26])[CH3:27]. The yield is 0.850. (7) The reactants are [NH:1]1[CH:5]=[C:4]([C:6]([OH:8])=O)[N:3]=[CH:2]1.S(Cl)(Cl)=O.[NH2:13][C:14]([CH3:18])([CH3:17])[CH2:15]O.C(N(CC)CC)C. The catalyst is C(#N)C. The product is [NH:1]1[CH:5]=[C:4]([C:6]2[O:8][CH2:15][C:14]([CH3:18])([CH3:17])[N:13]=2)[N:3]=[CH:2]1. The yield is 0.600. (8) The catalyst is C(OCC)C. The reactants are Cl[C:2]([O:4][CH:5]([Cl:7])[CH3:6])=[O:3].[CH2:8]([SH:10])[CH3:9].C(N(CC)CC)C. The product is [C:2](=[O:3])([S:10][CH2:8][CH3:9])[O:4][CH:5]([Cl:7])[CH3:6]. The yield is 0.890.